From a dataset of Forward reaction prediction with 1.9M reactions from USPTO patents (1976-2016). Predict the product of the given reaction. Given the reactants Cl[C:2]1[C:3]2[C:4](=[CH:15][N:16](CC3C=CC(OC)=CC=3)[N:17]=2)[N:5]=[C:6]([CH:8]2[CH2:13][CH2:12][N:11]([CH3:14])[CH2:10][CH2:9]2)[N:7]=1.[NH:27]1[C:35]2[C:30](=[CH:31][CH:32]=[C:33]([NH2:36])[CH:34]=2)[CH:29]=[N:28]1.Cl, predict the reaction product. The product is: [NH:27]1[C:35]2[C:30](=[CH:31][CH:32]=[C:33]([NH:36][C:2]3[C:3]4[NH:17][N:16]=[CH:15][C:4]=4[N:5]=[C:6]([CH:8]4[CH2:9][CH2:10][N:11]([CH3:14])[CH2:12][CH2:13]4)[N:7]=3)[CH:34]=2)[CH:29]=[N:28]1.